This data is from Forward reaction prediction with 1.9M reactions from USPTO patents (1976-2016). The task is: Predict the product of the given reaction. (1) Given the reactants Br[C:2]1[CH:22]=[CH:21][C:5]([CH2:6][N:7]2[CH2:12][CH2:11][CH2:10][CH:9]([C:13]3[CH:18]=[CH:17][CH:16]=[CH:15][CH:14]=3)[S:8]2(=[O:20])=[O:19])=[C:4]([F:23])[CH:3]=1.[CH3:24][S:25]([N:28]1[CH2:33][CH2:32][CH:31]([OH:34])[CH2:30][CH2:29]1)(=[O:27])=[O:26].CC1C=NC2C(C=1C)=CC=C1C=2N=CC(C)=C1C.C(=O)([O-])[O-].[Cs+].[Cs+], predict the reaction product. The product is: [F:23][C:4]1[CH:3]=[C:2]([O:34][CH:31]2[CH2:32][CH2:33][N:28]([S:25]([CH3:24])(=[O:27])=[O:26])[CH2:29][CH2:30]2)[CH:22]=[CH:21][C:5]=1[CH2:6][N:7]1[CH2:12][CH2:11][CH2:10][CH:9]([C:13]2[CH:18]=[CH:17][CH:16]=[CH:15][CH:14]=2)[S:8]1(=[O:20])=[O:19]. (2) Given the reactants [F:1][C:2]1[CH:7]=[CH:6][C:5]([C:8]2[C:17]3[C:12](=[CH:13][C:14]([NH:18]C(=O)OC(C)(C)C)=[CH:15][CH:16]=3)[O:11][C:10]([CH3:27])([CH3:26])[C:9]=2[CH3:28])=[CH:4][CH:3]=1.Cl.O1CCOCC1, predict the reaction product. The product is: [F:1][C:2]1[CH:7]=[CH:6][C:5]([C:8]2[C:17]3[C:12](=[CH:13][C:14]([NH2:18])=[CH:15][CH:16]=3)[O:11][C:10]([CH3:27])([CH3:26])[C:9]=2[CH3:28])=[CH:4][CH:3]=1. (3) Given the reactants [F:1][C:2]([F:13])([F:12])[C:3]1[CH:11]=[CH:10][C:6]([CH2:7][C:8]#[N:9])=[CH:5][CH:4]=1.Br[CH2:15][CH2:16][O:17][CH2:18][CH2:19]Br.[H-].[Na+], predict the reaction product. The product is: [F:1][C:2]([F:12])([F:13])[C:3]1[CH:11]=[CH:10][C:6]([C:7]2([C:8]#[N:9])[CH2:19][CH2:18][O:17][CH2:16][CH2:15]2)=[CH:5][CH:4]=1. (4) Given the reactants Cl[CH2:2][C:3]([NH:5][C:6]([CH3:19])([CH2:11][C:12]1[CH:17]=[CH:16][CH:15]=[C:14]([F:18])[CH:13]=1)[C:7](OC)=[O:8])=[O:4].O.[NH3:21], predict the reaction product. The product is: [F:18][C:14]1[CH:13]=[C:12]([CH:17]=[CH:16][CH:15]=1)[CH2:11][C:6]1([CH3:19])[NH:5][C:3](=[O:4])[CH2:2][NH:21][C:7]1=[O:8]. (5) The product is: [Cl:1][C:2]1[CH:3]=[CH:4][C:5]([N:20]2[CH:24]=[CH:23][N:22]=[C:21]2[CH:25]=[O:26])=[C:6]([C:8](=[O:9])[C:10]2[CH:15]=[CH:14][CH:13]=[C:12]([O:16][CH3:17])[C:11]=2[O:18][CH3:19])[CH:7]=1. Given the reactants [Cl:1][C:2]1[CH:3]=[CH:4][C:5]([N:20]2[CH:24]=[CH:23][N:22]=[C:21]2[CH2:25][OH:26])=[C:6]([C:8]([C:10]2[CH:15]=[CH:14][CH:13]=[C:12]([O:16][CH3:17])[C:11]=2[O:18][CH3:19])=[O:9])[CH:7]=1.O1CCCC1, predict the reaction product. (6) Given the reactants [CH2:1]([S:8][C:9]1[CH:10]=[C:11]2[C:16](=[CH:17][CH:18]=1)[C:15]([Cl:19])=[N:14][CH:13]=[C:12]2[O:20]C)[C:2]1[CH:7]=[CH:6][CH:5]=[CH:4][CH:3]=1.B(Br)(Br)Br, predict the reaction product. The product is: [CH2:1]([S:8][C:9]1[CH:10]=[C:11]2[C:16](=[CH:17][CH:18]=1)[C:15]([Cl:19])=[N:14][CH:13]=[C:12]2[OH:20])[C:2]1[CH:7]=[CH:6][CH:5]=[CH:4][CH:3]=1. (7) Given the reactants [F:1][C:2]1[CH:11]=[C:10]([OH:12])[CH:9]=[CH:8][C:3]=1[C:4]([O:6]C)=[O:5].[CH:13]1([CH:16](O)[CH3:17])[CH2:15][CH2:14]1.C1(P(C2C=CC=CC=2)C2C=CC=CC=2)C=CC=CC=1.N(C(OC(C)C)=O)=NC(OC(C)C)=O.[OH-].[Na+], predict the reaction product. The product is: [CH:13]1([CH2:16][CH2:17][O:12][C:10]2[CH:9]=[CH:8][C:3]([C:4]([OH:6])=[O:5])=[C:2]([F:1])[CH:11]=2)[CH2:15][CH2:14]1.